This data is from Reaction yield outcomes from USPTO patents with 853,638 reactions. The task is: Predict the reaction yield, written as a fraction of the theoretical maximum amount of product (1.0 means a 100% yield; for example, 0.34 means a 34% yield). (1) The reactants are [NH2:1][C:2]1[C:10]([Br:11])=[CH:9][C:8]([Cl:12])=[CH:7][C:3]=1[C:4]([OH:6])=[O:5].[C:13](Cl)(Cl)=[O:14]. The catalyst is O1CCOCC1. The product is [Br:11][C:10]1[C:2]2[NH:1][C:13](=[O:14])[O:5][C:4](=[O:6])[C:3]=2[CH:7]=[C:8]([Cl:12])[CH:9]=1. The yield is 1.14. (2) The reactants are [CH3:1][N:2]([CH:10]1[CH2:13][N:12]([C:14]2[C:15]3[N:16]([CH:30]=[N:31][N:32]=3)[C:17]3[CH:23]=[C:22]([C:24]#[C:25][Si](C)(C)C)[CH:21]=[N:20][C:18]=3[N:19]=2)[CH2:11]1)C(=O)OC(C)(C)C.CCCC[N+](CCCC)(CCCC)CCCC.[F-].CO. The catalyst is O1CCOCC1.Cl. The product is [C:24]([C:22]1[CH:21]=[N:20][C:18]2[N:19]=[C:14]([N:12]3[CH2:13][CH:10]([NH:2][CH3:1])[CH2:11]3)[C:15]3[N:16]([CH:30]=[N:31][N:32]=3)[C:17]=2[CH:23]=1)#[CH:25]. The yield is 0.190.